The task is: Predict the reaction yield, written as a fraction of the theoretical maximum amount of product (1.0 means a 100% yield; for example, 0.34 means a 34% yield).. This data is from Reaction yield outcomes from USPTO patents with 853,638 reactions. (1) The reactants are [CH2:1]([O:8][N:9]([C@H:22]1[CH2:27][N:26]([C:28]([O:30][C:31]([CH3:34])([CH3:33])[CH3:32])=[O:29])[C@H:25]([C:35]2[S:39][N:38]=[CH:37][N:36]=2)[CH2:24][CH2:23]1)S(C1C=CC=CC=1[N+]([O-])=O)(=O)=O)[C:2]1[CH:7]=[CH:6][CH:5]=[CH:4][CH:3]=1.O[Li].O.SCC(O)=O. The catalyst is CN(C=O)C.CCOC(C)=O. The product is [CH2:1]([O:8][NH:9][C@H:22]1[CH2:27][N:26]([C:28]([O:30][C:31]([CH3:34])([CH3:33])[CH3:32])=[O:29])[C@H:25]([C:35]2[S:39][N:38]=[CH:37][N:36]=2)[CH2:24][CH2:23]1)[C:2]1[CH:7]=[CH:6][CH:5]=[CH:4][CH:3]=1. The yield is 0.750. (2) The yield is 0.960. The catalyst is CO.O. The product is [CH3:1][C:2]1[O:6][C:5]([C:7]2[CH:12]=[CH:11][CH:10]=[CH:9][CH:8]=2)=[N:4][C:3]=1[CH2:13][O:14][C:15]1[CH:16]=[CH:17][C:18]([S:21][C:22]2[S:23][C:24]([CH2:33][CH2:34][C:35]([OH:37])=[O:36])=[C:25]([C:27]3[CH:28]=[CH:29][CH:30]=[CH:31][CH:32]=3)[N:26]=2)=[CH:19][CH:20]=1. The reactants are [CH3:1][C:2]1[O:6][C:5]([C:7]2[CH:12]=[CH:11][CH:10]=[CH:9][CH:8]=2)=[N:4][C:3]=1[CH2:13][O:14][C:15]1[CH:20]=[CH:19][C:18]([S:21][C:22]2[S:23][C:24]([CH2:33][CH2:34][C:35]([O:37]C)=[O:36])=[C:25]([C:27]3[CH:32]=[CH:31][CH:30]=[CH:29][CH:28]=3)[N:26]=2)=[CH:17][CH:16]=1.O.[OH-].[Li+].O1CCCC1.Cl.